Dataset: Full USPTO retrosynthesis dataset with 1.9M reactions from patents (1976-2016). Task: Predict the reactants needed to synthesize the given product. (1) Given the product [Cl:1][C:2]1[CH:3]=[C:4]([CH:9]2[CH:13]([C:14]([F:16])([F:15])[F:17])[O:12][N:11]=[C:10]2[C:18]2[CH:19]=[CH:20][C:21]([S:39]([CH3:29])(=[O:42])=[O:40])=[C:22]([CH:25]=2)[C:23]#[N:24])[CH:5]=[C:6]([Cl:8])[CH:7]=1, predict the reactants needed to synthesize it. The reactants are: [Cl:1][C:2]1[CH:3]=[C:4]([CH:9]2[CH:13]([C:14]([F:17])([F:16])[F:15])[O:12][N:11]=[C:10]2[C:18]2[CH:19]=[CH:20][C:21](SC)=[C:22]([CH:25]=2)[C:23]#[N:24])[CH:5]=[C:6]([Cl:8])[CH:7]=1.Cl[C:29]1C=C(C=CC=1)C(OO)=O.[S:39](=[O:42])(O)[O-:40].[Na+].C(=O)([O-])[O-].[K+].[K+]. (2) The reactants are: [OH:1][C:2]1[C:3]([N+:29]([O-:31])=[O:30])=[CH:4][C:5]2[CH2:6][C@H:7]3[N:18]([C:19]([O:21][CH2:22][C:23]4[CH:28]=[CH:27][CH:26]=[CH:25][CH:24]=4)=[O:20])[CH2:17][CH2:16][C@@:13]4([C:14]=2[CH:15]=1)[C@H:8]3[CH2:9][CH2:10][CH2:11][CH2:12]4.C([O-])([O-])=O.[K+].[K+].[CH2:38](Br)[C:39]1[CH:44]=[CH:43][CH:42]=[CH:41][CH:40]=1. Given the product [CH2:38]([O:1][C:2]1[C:3]([N+:29]([O-:31])=[O:30])=[CH:4][C:5]2[CH2:6][C@H:7]3[N:18]([C:19]([O:21][CH2:22][C:23]4[CH:24]=[CH:25][CH:26]=[CH:27][CH:28]=4)=[O:20])[CH2:17][CH2:16][C@@:13]4([C:14]=2[CH:15]=1)[C@H:8]3[CH2:9][CH2:10][CH2:11][CH2:12]4)[C:39]1[CH:44]=[CH:43][CH:42]=[CH:41][CH:40]=1, predict the reactants needed to synthesize it. (3) Given the product [NH2:9][C:6]1[CH:5]=[CH:4][N:3]2[CH:11]=[C:12]([CH3:13])[N:1]=[C:2]2[C:7]=1[Br:8], predict the reactants needed to synthesize it. The reactants are: [NH2:1][C:2]1[C:7]([Br:8])=[C:6]([NH2:9])[CH:5]=[CH:4][N:3]=1.Cl[CH2:11][C:12](=O)[CH3:13].